Dataset: Forward reaction prediction with 1.9M reactions from USPTO patents (1976-2016). Task: Predict the product of the given reaction. (1) Given the reactants [C:1]([O:5][C:6]([N:8]1[CH2:13][CH2:12][CH:11]([O:14][C:15]2[CH:24]=[C:23]([O:25][CH3:26])[CH:22]=[C:21]3[C:16]=2[C:17](=O)[NH:18][CH:19]=[N:20]3)[CH2:10][CH2:9]1)=[O:7])([CH3:4])([CH3:3])[CH3:2].[Cl:28][C:29]1[CH:30]=[C:31]([CH:33]=[CH:34][C:35]=1[F:36])[NH2:32], predict the reaction product. The product is: [C:1]([O:5][C:6]([N:8]1[CH2:13][CH2:12][CH:11]([O:14][C:15]2[CH:24]=[C:23]([O:25][CH3:26])[CH:22]=[C:21]3[C:16]=2[C:17]([NH:32][C:31]2[CH:33]=[CH:34][C:35]([F:36])=[C:29]([Cl:28])[CH:30]=2)=[N:18][CH:19]=[N:20]3)[CH2:10][CH2:9]1)=[O:7])([CH3:2])([CH3:3])[CH3:4]. (2) The product is: [CH2:20]([N:14]1[C:15](=[O:19])[C@H:16]([NH:18][C:46]([N:48]2[CH2:53][CH2:52][CH:51]([N:54]3[CH2:63][C:62]4[C:57](=[CH:58][CH:59]=[CH:60][CH:61]=4)[NH:56][C:55]3=[O:64])[CH2:50][CH2:49]2)=[O:47])[CH2:17][C:11]2[CH:10]=[CH:9][C:8]([NH:7][C:6](=[O:29])[O:5][C:1]([CH3:4])([CH3:3])[CH3:2])=[C:27]([CH3:28])[C:12]=2[CH2:13]1)[C:21]1[CH:22]=[CH:23][CH:24]=[CH:25][CH:26]=1. Given the reactants [C:1]([O:5][C:6](=[O:29])[NH:7][C:8]1[CH:9]=[CH:10][C:11]2[CH2:17][C@@H:16]([NH2:18])[C:15](=[O:19])[N:14]([CH2:20][C:21]3[CH:26]=[CH:25][CH:24]=[CH:23][CH:22]=3)[CH2:13][C:12]=2[C:27]=1[CH3:28])([CH3:4])([CH3:3])[CH3:2].C(N1C(=O)[C@H](N[C:46]([N:48]2[CH2:53][CH2:52][CH:51]([N:54]3[CH2:63][C:62]4[C:57](=[CH:58][CH:59]=[CH:60][CH:61]=4)[NH:56][C:55]3=[O:64])[CH2:50][CH2:49]2)=[O:47])CC2C=C(C)C(NC(=O)OC(C)(C)C)=CC=2C1)C1C=CC=CC=1, predict the reaction product. (3) Given the reactants C1CCC(CO[C:9]2[C:14]3[NH:15][CH:16]=[N:17][C:13]=3[N:12]=[C:11](F)[N:10]=2)CC1.CCO.NC1C=CC=CC=1.FC(F)(F)C(O)=O, predict the reaction product. The product is: [N:10]1[CH:9]=[C:14]2[C:13]([N:17]=[CH:16][NH:15]2)=[N:12][CH:11]=1. (4) Given the reactants [C:1](=[O:53])(OC1C=CC([N+]([O-])=O)=CC=1)[O:2][CH2:3][C:4]1[CH:9]=[CH:8][C:7]([NH:10][C:11](=[O:42])[C@@H:12]([NH:20][C:21](=[O:41])[C@@H:22]([NH:26][C:27](=[O:40])[CH2:28][CH2:29][CH2:30][CH2:31][CH2:32][N:33]2[C:37](=[O:38])[CH:36]=[CH:35][C:34]2=[O:39])[CH:23]([CH3:25])[CH3:24])[CH2:13][CH2:14][CH2:15][NH:16][C:17]([NH2:19])=[O:18])=[CH:6][CH:5]=1.CN(C=O)C.[NH2:59][C:60]1[CH:65]=[CH:64][C:63]([CH2:66][OH:67])=[CH:62][CH:61]=1.ON1C2C=CC=CC=2N=N1.CCN(C(C)C)C(C)C, predict the reaction product. The product is: [OH:67][CH2:66][C:63]1[CH:64]=[CH:65][C:60]([NH:59][C:1](=[O:53])[O:2][CH2:3][C:4]2[CH:9]=[CH:8][C:7]([NH:10][C:11](=[O:42])[C@@H:12]([NH:20][C:21](=[O:41])[C@@H:22]([NH:26][C:27](=[O:40])[CH2:28][CH2:29][CH2:30][CH2:31][CH2:32][N:33]3[C:34](=[O:39])[CH:35]=[CH:36][C:37]3=[O:38])[CH:23]([CH3:24])[CH3:25])[CH2:13][CH2:14][CH2:15][NH:16][C:17]([NH2:19])=[O:18])=[CH:6][CH:5]=2)=[CH:61][CH:62]=1. (5) Given the reactants [O:1]1[C:5]([C:6]2[CH:13]=[CH:12][C:9]([CH2:10][OH:11])=[CH:8][CH:7]=2)=[CH:4][N:3]=[CH:2]1, predict the reaction product. The product is: [O:1]1[C:5]([C:6]2[CH:7]=[CH:8][C:9]([CH:10]=[O:11])=[CH:12][CH:13]=2)=[CH:4][N:3]=[CH:2]1. (6) The product is: [Br:1][C:2]1[S:6][C:5]2=[CH:7][N:8]=[CH:9][N:4]2[CH:3]=1. Given the reactants [Br:1][C:2]1[S:6][C:5]2=[C:7](C(O)=O)[N:8]=[CH:9][N:4]2[CH:3]=1.O.Cl.C(=O)([O-])[O-].[Na+].[Na+], predict the reaction product. (7) The product is: [C:7]1([C:13]([C:15]2[CH:16]=[CH:17][CH:18]=[CH:19][CH:20]=2)([C:21]2[CH:22]=[CH:23][CH:24]=[CH:25][CH:26]=2)[N:1]2[CH2:6][CH2:5][NH:4][CH2:3][CH2:2]2)[CH:8]=[CH:9][CH:10]=[CH:11][CH:12]=1. Given the reactants [NH:1]1[CH2:6][CH2:5][NH:4][CH2:3][CH2:2]1.[C:7]1([C:13]([C:21]2[CH:26]=[CH:25][CH:24]=[CH:23][CH:22]=2)([C:15]2[CH:20]=[CH:19][CH:18]=[CH:17][CH:16]=2)Cl)[CH:12]=[CH:11][CH:10]=[CH:9][CH:8]=1.O, predict the reaction product. (8) Given the reactants [F:1][C:2]1[CH:3]=[C:4]([CH:10]2[CH2:12][CH:11]2[CH2:13][C:14]([OH:16])=[O:15])[CH:5]=[CH:6][C:7]=1[O:8][CH3:9].[N+](=[CH2:19])=[N-], predict the reaction product. The product is: [CH3:19][O:15][C:14](=[O:16])[CH2:13][CH:11]1[CH2:12][CH:10]1[C:4]1[CH:5]=[CH:6][C:7]([O:8][CH3:9])=[C:2]([F:1])[CH:3]=1. (9) Given the reactants [N+:1]([C:4]1[CH:5]=[C:6]2[C:10](=[CH:11][CH:12]=1)[NH:9][N:8]=[C:7]2[C:13]([OH:15])=[O:14])([O-:3])=[O:2].[CH3:16]O, predict the reaction product. The product is: [CH3:16][O:14][C:13]([C:7]1[C:6]2[C:10](=[CH:11][CH:12]=[C:4]([N+:1]([O-:3])=[O:2])[CH:5]=2)[NH:9][N:8]=1)=[O:15].